The task is: Predict the reactants needed to synthesize the given product.. This data is from Full USPTO retrosynthesis dataset with 1.9M reactions from patents (1976-2016). (1) Given the product [N:23]1([CH2:2][CH2:3][CH2:4][N:5]2[C:13]3[C:8](=[CH:9][CH:10]=[C:11]([N+:14]([O-:16])=[O:15])[CH:12]=3)[CH:7]=[CH:6]2)[CH2:28][CH2:27][O:26][CH2:25][CH2:24]1, predict the reactants needed to synthesize it. The reactants are: Cl[CH2:2][CH2:3][CH2:4][N:5]1[C:13]2[C:8](=[CH:9][CH:10]=[C:11]([N+:14]([O-:16])=[O:15])[CH:12]=2)[CH:7]=[CH:6]1.C([O-])([O-])=O.[K+].[K+].[NH:23]1[CH2:28][CH2:27][O:26][CH2:25][CH2:24]1. (2) Given the product [Cl:1][C:2]1[CH:3]=[CH:4][C:5]([C:8]2[CH:13]=[CH:12][C:11]([O:14][CH2:24][C:20]3[CH:19]=[C:18]([CH:23]=[CH:22][CH:21]=3)[C:17]([OH:26])=[O:16])=[CH:10][CH:9]=2)=[CH:6][CH:7]=1, predict the reactants needed to synthesize it. The reactants are: [Cl:1][C:2]1[CH:7]=[CH:6][C:5]([C:8]2[CH:13]=[CH:12][C:11]([OH:14])=[CH:10][CH:9]=2)=[CH:4][CH:3]=1.C[O:16][C:17](=[O:26])[C:18]1[CH:23]=[CH:22][CH:21]=[C:20]([CH2:24]Br)[CH:19]=1. (3) Given the product [F:40][CH:2]([F:1])[CH2:3][N:4]1[CH2:5][CH2:6][CH:7]([C:10]2[CH:15]=[CH:14][C:13]([C:16]3[NH:17][C:18]4[C:23]([N:24]=3)=[C:22]([C:25]3[CH:26]=[CH:27][C:28]([O:33][CH:34]5[CH2:39][CH2:38][N:37]([C:42](=[O:41])[CH2:43][OH:44])[CH2:36][CH2:35]5)=[C:29]([CH:32]=3)[C:30]#[N:31])[N:21]=[CH:20][N:19]=4)=[CH:12][CH:11]=2)[CH2:8][CH2:9]1, predict the reactants needed to synthesize it. The reactants are: [F:1][CH:2]([F:40])[CH2:3][N:4]1[CH2:9][CH2:8][CH:7]([C:10]2[CH:15]=[CH:14][C:13]([C:16]3[NH:17][C:18]4[C:23]([N:24]=3)=[C:22]([C:25]3[CH:26]=[CH:27][C:28]([O:33][CH:34]5[CH2:39][CH2:38][NH:37][CH2:36][CH2:35]5)=[C:29]([CH:32]=3)[C:30]#[N:31])[N:21]=[CH:20][N:19]=4)=[CH:12][CH:11]=2)[CH2:6][CH2:5]1.[OH:41][CH2:42][C:43](O)=[O:44].CCN(C(C)C)C(C)C.CN(C(ON1N=NC2C=CC=NC1=2)=[N+](C)C)C.F[P-](F)(F)(F)(F)F. (4) Given the product [Cl:1][C:2]1[CH:7]=[CH:6][C:5]([C:8]2[N:9]([CH2:14][C@H:15]([OH:20])[C:16]([F:18])([F:19])[F:17])[C:10](=[O:13])[N:11]([CH2:28][C:29]3[S:30][C:31]([C:34]4[CH:39]=[CH:38][CH:37]=[CH:36][C:35]=4[Cl:40])=[N:32][N:33]=3)[N:12]=2)=[CH:4][CH:3]=1, predict the reactants needed to synthesize it. The reactants are: [Cl:1][C:2]1[CH:7]=[CH:6][C:5]([C:8]2[N:9]([CH2:14][C@H:15]([OH:20])[C:16]([F:19])([F:18])[F:17])[C:10](=[O:13])[NH:11][N:12]=2)=[CH:4][CH:3]=1.C(=O)([O-])[O-].[Cs+].[Cs+].Br[CH2:28][C:29]1[S:30][C:31]([C:34]2[CH:39]=[CH:38][CH:37]=[CH:36][C:35]=2[Cl:40])=[N:32][N:33]=1. (5) The reactants are: Br[C:2]1[C:10]2[C:9]([NH2:11])=[N:8][CH:7]=[N:6][C:5]=2[NH:4][CH:3]=1.CC1(C)C(C)(C)OB([C:20]2[CH:21]=[C:22]3[C:26](=[CH:27][CH:28]=2)[N:25]([C:29](=[O:41])[CH2:30][C:31]2[CH:36]=[CH:35][CH:34]=[C:33]([C:37]([F:40])([F:39])[F:38])[CH:32]=2)[CH2:24][CH2:23]3)O1.[O-]P([O-])([O-])=O.[K+].[K+].[K+].F[B-](F)(F)F.C([PH+](C(C)(C)C)C(C)(C)C)(C)(C)C. Given the product [F:40][C:37]([F:38])([F:39])[C:33]1[CH:32]=[C:31]([CH2:30][C:29]([N:25]2[C:26]3[C:22](=[CH:21][C:20]([C:2]4[C:10]5[C:5]([NH:6][CH:7]=[N:8][C:9]=5[NH2:11])=[N:4][CH:3]=4)=[CH:28][CH:27]=3)[CH2:23][CH2:24]2)=[O:41])[CH:36]=[CH:35][CH:34]=1, predict the reactants needed to synthesize it. (6) Given the product [Br:26][C:2]1[NH:1][C:5]([C:6]([O:8][CH2:9][CH2:10][CH2:11][CH3:12])=[O:7])=[C:4]([C:13]([O:15][CH2:16][CH2:17][CH2:18][CH3:19])=[O:14])[N:3]=1, predict the reactants needed to synthesize it. The reactants are: [NH:1]1[C:5]([C:6]([O:8][CH2:9][CH2:10][CH2:11][CH3:12])=[O:7])=[C:4]([C:13]([O:15][CH2:16][CH2:17][CH2:18][CH3:19])=[O:14])[N:3]=[CH:2]1.C([O-])([O-])=O.[K+].[K+].[Br:26]Br.[O-]S([O-])(=S)=O.[Na+].[Na+]. (7) The reactants are: [OH:1][CH:2]([C:7]1[CH:15]=[CH:14][C:10]([C:11]([OH:13])=O)=[CH:9][CH:8]=1)[CH2:3][CH:4]([CH3:6])[CH3:5].CN(C(ON1N=NC2C=CC=NC1=2)=[N+](C)C)C.F[P-](F)(F)(F)(F)F.[C:40]([O:44][C:45](=[O:49])[CH2:46][CH2:47][NH2:48])([CH3:43])([CH3:42])[CH3:41].C(N(C(C)C)CC)(C)C. Given the product [C:40]([O:44][C:45](=[O:49])[CH2:46][CH2:47][NH:48][C:11](=[O:13])[C:10]1[CH:9]=[CH:8][C:7]([CH:2]([OH:1])[CH2:3][CH:4]([CH3:5])[CH3:6])=[CH:15][CH:14]=1)([CH3:43])([CH3:42])[CH3:41], predict the reactants needed to synthesize it. (8) Given the product [C:1]([C:5]1[O:9][N:8]=[C:7]([NH:10][C:11]2[N:15]([CH3:16])[C:14]3[CH:17]=[CH:18][C:19]([NH:21][C:22]4[CH:27]=[CH:26][N:25]=[C:24]([NH:44][C:40]5[CH:41]=[CH:42][CH:43]=[C:38]([S:35]([N:29]6[CH2:34][CH2:33][O:32][CH2:31][CH2:30]6)(=[O:37])=[O:36])[CH:39]=5)[N:23]=4)=[CH:20][C:13]=3[N:12]=2)[CH:6]=1)([CH3:4])([CH3:3])[CH3:2], predict the reactants needed to synthesize it. The reactants are: [C:1]([C:5]1[O:9][N:8]=[C:7]([NH:10][C:11]2[N:15]([CH3:16])[C:14]3[CH:17]=[CH:18][C:19]([NH:21][C:22]4[CH:27]=[CH:26][N:25]=[C:24](Cl)[N:23]=4)=[CH:20][C:13]=3[N:12]=2)[CH:6]=1)([CH3:4])([CH3:3])[CH3:2].[N:29]1([S:35]([C:38]2[CH:39]=[C:40]([NH2:44])[CH:41]=[CH:42][CH:43]=2)(=[O:37])=[O:36])[CH2:34][CH2:33][O:32][CH2:31][CH2:30]1. (9) Given the product [CH3:5][C:2]([C:6]1[CH:7]=[C:8]([C:13]2[CH:14]=[C:15]([CH:18]=[C:26]3[S:20][C:21]([N:27]4[CH2:32][CH2:31][O:30][CH2:29][CH2:28]4)=[N:23][C:24]3=[O:25])[NH:16][CH:17]=2)[CH:9]=[CH:10][C:11]=1[OH:12])([CH3:1])[CH2:3][CH3:4], predict the reactants needed to synthesize it. The reactants are: [CH3:1][C:2]([C:6]1[CH:7]=[C:8]([C:13]2[CH:14]=[C:15]([CH:18]=O)[NH:16][CH:17]=2)[CH:9]=[CH:10][C:11]=1[OH:12])([CH3:5])[CH2:3][CH3:4].[S:20]1[CH2:26][C:24](=[O:25])[NH:23][C:21]1=S.[NH:27]1[CH2:32][CH2:31][O:30][CH2:29][CH2:28]1. (10) Given the product [Br:32][C:23]1[C:22](=[O:24])[O:21][CH2:20][C:19]=1[N:3]1[CH2:4][CH2:5][C:6]2([CH2:11][CH2:10][N:9]([C:12]([O:14][C:15]([CH3:17])([CH3:18])[CH3:16])=[O:13])[CH2:8][CH2:7]2)[C:2]1=[O:1], predict the reactants needed to synthesize it. The reactants are: [O:1]=[C:2]1[C:6]2([CH2:11][CH2:10][N:9]([C:12]([O:14][C:15]([CH3:18])([CH3:17])[CH3:16])=[O:13])[CH2:8][CH2:7]2)[CH2:5][CH2:4][N:3]1[C:19]1[CH2:20][O:21][C:22](=[O:24])[CH:23]=1.C1C(=O)N([Br:32])C(=O)C1.